Dataset: Forward reaction prediction with 1.9M reactions from USPTO patents (1976-2016). Task: Predict the product of the given reaction. Given the reactants Br[C:2]1[CH:10]=[CH:9][CH:8]=[CH:7][C:3]=1[C:4]([OH:6])=[O:5].[Li]CCCC.[CH2:16]([N:23]1[CH2:28][CH2:27][C:26](=O)[CH2:25][CH2:24]1)[C:17]1[CH:22]=[CH:21][CH:20]=[CH:19][CH:18]=1, predict the reaction product. The product is: [CH2:16]([N:23]1[CH2:28][CH2:27][C:26]2([C:2]3[C:3](=[CH:7][CH:8]=[CH:9][CH:10]=3)[C:4](=[O:5])[O:6]2)[CH2:25][CH2:24]1)[C:17]1[CH:22]=[CH:21][CH:20]=[CH:19][CH:18]=1.